From a dataset of Forward reaction prediction with 1.9M reactions from USPTO patents (1976-2016). Predict the product of the given reaction. Given the reactants Cl.Cl.[O:3]1[C:7]2[CH:8]=[CH:9][CH:10]=[C:11]([CH:12]3[CH2:17][CH2:16][N:15]([CH2:18][CH2:19][C@H:20]4[CH2:25][CH2:24][C@H:23]([NH2:26])[CH2:22][CH2:21]4)[CH2:14][CH2:13]3)[C:6]=2[CH2:5][CH2:4]1.[C:27]1([S:33](Cl)(=[O:35])=[O:34])[CH:32]=[CH:31][CH:30]=[CH:29][CH:28]=1, predict the reaction product. The product is: [O:3]1[C:7]2[CH:8]=[CH:9][CH:10]=[C:11]([CH:12]3[CH2:17][CH2:16][N:15]([CH2:18][CH2:19][C@H:20]4[CH2:21][CH2:22][C@H:23]([NH:26][S:33]([C:27]5[CH:32]=[CH:31][CH:30]=[CH:29][CH:28]=5)(=[O:35])=[O:34])[CH2:24][CH2:25]4)[CH2:14][CH2:13]3)[C:6]=2[CH2:5][CH2:4]1.